Predict which catalyst facilitates the given reaction. From a dataset of Catalyst prediction with 721,799 reactions and 888 catalyst types from USPTO. (1) Reactant: [CH3:1][C:2]([CH3:21])([CH3:20])[C:3]([C:5]1[S:6][C:7]2[CH:17]=[CH:16][C:15]([O:18][CH3:19])=[CH:14][C:8]=2[C:9]=1[CH2:10][C:11]([OH:13])=[O:12])=O.C1C=C2N=NN(O)C2=CC=1.O.CCN=C=NCCCN(C)C.Cl.CCN(C(C)C)C(C)C. Product: [C:2]([C:3]1[O:12][C:11](=[O:13])[CH:10]=[C:9]2[C:8]3[CH:14]=[C:15]([O:18][CH3:19])[CH:16]=[CH:17][C:7]=3[S:6][C:5]=12)([CH3:21])([CH3:20])[CH3:1]. The catalyst class is: 18. (2) Reactant: CC([CH:5]1[CH2:10][N:9]([CH2:11][CH:12]2[C:21]3[C:16](=[C:17]([C:22]#[N:23])[CH:18]=[CH:19][CH:20]=3)[CH2:15][CH2:14][O:13]2)[CH2:8][CH2:7][N:6]1C([O-])=O)(C)C.Cl.O1CCOCC1. Product: [N:9]1([CH2:11][CH:12]2[C:21]3[CH:20]=[CH:19][CH:18]=[C:17]([C:22]#[N:23])[C:16]=3[CH2:15][CH2:14][O:13]2)[CH2:10][CH2:5][NH:6][CH2:7][CH2:8]1. The catalyst class is: 2.